This data is from Reaction yield outcomes from USPTO patents with 853,638 reactions. The task is: Predict the reaction yield, written as a fraction of the theoretical maximum amount of product (1.0 means a 100% yield; for example, 0.34 means a 34% yield). (1) The reactants are FC1C=CC([NH:8][C:9]([NH:11][C:12]2[N:16]([C:17]3[CH:22]=[CH:21][CH:20]=[CH:19][CH:18]=3)[N:15]=[C:14]([C:23]([F:26])([F:25])[F:24])[CH:13]=2)=[O:10])=CC=1O.C([O-])([O-])=O.[Cs+].[Cs+].ClC1C2C(=CC(OC)=C(OC)C=2)N=CN=1. The catalyst is C1COCC1. The product is [C:17]1([N:16]2[C:12]([NH:11][C:9](=[O:10])[NH2:8])=[CH:13][C:14]([C:23]([F:25])([F:26])[F:24])=[N:15]2)[CH:18]=[CH:19][CH:20]=[CH:21][CH:22]=1. The yield is 0.190. (2) The reactants are [NH2:1][C:2]1[C:3]([NH:23][C@H:24]2[CH2:29][CH2:28][C@@H:27]([C:30](=[O:35])[NH:31][CH:32]([CH3:34])[CH3:33])[CH2:26][CH2:25]2)=[CH:4][C:5]([O:8][CH:9]2[CH2:14][CH2:13][N:12]([CH2:15][C:16]([O:18][C:19]([CH3:22])([CH3:21])[CH3:20])=[O:17])[CH2:11][CH2:10]2)=[N:6][CH:7]=1.[F:36][C:37]1[CH:71]=[CH:70][C:40]([C:41](/[N:43]=[C:44]2/N([C@H]3CC[C@@H](C(=O)NC(C)C)CC3)C3C=C(OCCOC)N=CC=3N/2)=[O:42])=[CH:39][CH:38]=1. No catalyst specified. The product is [F:36][C:37]1[CH:38]=[CH:39][C:40]([C:41](/[N:43]=[C:44]2/[N:23]([C@H:24]3[CH2:25][CH2:26][C@@H:27]([C:30](=[O:35])[NH:31][CH:32]([CH3:33])[CH3:34])[CH2:28][CH2:29]3)[C:3]3[CH:4]=[C:5]([O:8][CH:9]4[CH2:14][CH2:13][N:12]([CH2:15][C:16]([O:18][C:19]([CH3:22])([CH3:21])[CH3:20])=[O:17])[CH2:11][CH2:10]4)[N:6]=[CH:7][C:2]=3[NH:1]/2)=[O:42])=[CH:70][CH:71]=1. The yield is 0.790. (3) The reactants are [Br:1][C:2]1[CH:3]=[C:4]([F:15])[C:5]([C:13]#[N:14])=[C:6]([NH:8][CH2:9][C:10]([NH2:12])=[O:11])[CH:7]=1.CC[O-].[Na+]. The catalyst is CC(O)C. The product is [NH2:14][C:13]1[C:5]2[C:6](=[CH:7][C:2]([Br:1])=[CH:3][C:4]=2[F:15])[NH:8][C:9]=1[C:10]([NH2:12])=[O:11]. The yield is 0.890. (4) The reactants are Cl[C:2]1[CH:3]=[C:4]([C:9]2[N:13]3[C:14]4[N:22]=[C:21]([O:23][CH3:24])[CH:20]=[CH:19][C:15]=4[N:16]=[C:17]([CH3:18])[C:12]3=[C:11]([CH3:25])[N:10]=2)[CH:5]=[C:6](Cl)[CH:7]=1.[CH3:26]C1C=CC=CC=1B(O)O.C([O-])([O-])=O.[K+].[K+]. The catalyst is C1C=CC([P]([Pd]([P](C2C=CC=CC=2)(C2C=CC=CC=2)C2C=CC=CC=2)([P](C2C=CC=CC=2)(C2C=CC=CC=2)C2C=CC=CC=2)[P](C2C=CC=CC=2)(C2C=CC=CC=2)C2C=CC=CC=2)(C2C=CC=CC=2)C2C=CC=CC=2)=CC=1. The product is [CH3:24][O:23][C:21]1[CH:20]=[CH:19][C:15]2[N:16]=[C:17]([CH3:18])[C:12]3[N:13]([C:9]([C:4]4[CH:5]=[CH:6][CH:7]=[CH:2][C:3]=4[CH3:26])=[N:10][C:11]=3[CH3:25])[C:14]=2[N:22]=1. The yield is 0.980.